This data is from Reaction yield outcomes from USPTO patents with 853,638 reactions. The task is: Predict the reaction yield, written as a fraction of the theoretical maximum amount of product (1.0 means a 100% yield; for example, 0.34 means a 34% yield). (1) The reactants are [C:1]([C:5]1[CH:10]=[C:9]([C:11]([CH3:14])([CH3:13])[CH3:12])[CH:8]=[C:7]([NH2:15])[C:6]=1[OH:16])([CH3:4])([CH3:3])[CH3:2].[BH3-][C:18]#N.[Na+].C=O. The catalyst is CO. The product is [C:1]([C:5]1[CH:10]=[C:9]([C:11]([CH3:14])([CH3:13])[CH3:12])[CH:8]=[C:7]([NH:15][CH3:18])[C:6]=1[OH:16])([CH3:4])([CH3:2])[CH3:3]. The yield is 0.150. (2) The reactants are [Na].[CH2:2]([N:9]1[CH2:14][CH2:13][C:12](=O)[CH2:11][CH2:10]1)[C:3]1[CH:8]=[CH:7][CH:6]=[CH:5][CH:4]=1.[NH2:16][C:17]1[CH:22]=[CH:21][CH:20]=[CH:19][CH:18]=1.C(=O)(O)[O-].[Na+]. The catalyst is C(Cl)(Cl)Cl.C(OCC)(=O)C. The product is [CH2:2]([N:9]1[CH2:14][CH2:13][CH:12]([NH:16][C:17]2[CH:22]=[CH:21][CH:20]=[CH:19][CH:18]=2)[CH2:11][CH2:10]1)[C:3]1[CH:8]=[CH:7][CH:6]=[CH:5][CH:4]=1. The yield is 0.640. (3) The yield is 0.660. The catalyst is CO.[OH-].[Na+]. The reactants are C1(S([N:10]2[CH:14]=[CH:13][C:12]([C:15]([C:17]3[CH:18]=[CH:19][C:20]([Cl:27])=[C:21]([S:23]([NH2:26])(=[O:25])=[O:24])[CH:22]=3)=[O:16])=[CH:11]2)(=O)=O)C=CC=CC=1. The product is [Cl:27][C:20]1[CH:19]=[CH:18][C:17]([C:15]([C:12]2[CH:13]=[CH:14][NH:10][CH:11]=2)=[O:16])=[CH:22][C:21]=1[S:23]([NH2:26])(=[O:24])=[O:25]. (4) The reactants are [Cl:1][C:2]1[CH:3]=[C:4]2[CH:10]=[CH:9][N:8]([C:11]3[N:15]([CH3:16])[N:14]=[C:13]([CH3:17])[C:12]=3/[CH:18]=[CH:19]/[C:20]([NH:22][S:23]([C:26]3[CH:31]=[CH:30][C:29]([CH3:32])=[CH:28][C:27]=3[O:33]C)(=[O:25])=[O:24])=[O:21])[C:5]2=[N:6][CH:7]=1.B(Br)(Br)Br. The catalyst is ClCCl. The product is [Cl:1][C:2]1[CH:3]=[C:4]2[CH:10]=[CH:9][N:8]([C:11]3[N:15]([CH3:16])[N:14]=[C:13]([CH3:17])[C:12]=3/[CH:18]=[CH:19]/[C:20]([NH:22][S:23]([C:26]3[CH:31]=[CH:30][C:29]([CH3:32])=[CH:28][C:27]=3[OH:33])(=[O:25])=[O:24])=[O:21])[C:5]2=[N:6][CH:7]=1. The yield is 0.490. (5) The reactants are [Br:1][C:2]1[CH:16]=[CH:15][C:5]2[N:6]=[C:7]([NH:9][C:10]([NH:12][CH2:13][CH3:14])=[O:11])[S:8][C:4]=2[C:3]=1[OH:17].C(=O)([O-])[O-].[K+].[K+].[CH2:24](Br)[C:25]1[CH:30]=[CH:29][CH:28]=[CH:27][CH:26]=1.CO. The catalyst is CN(C=O)C. The product is [Br:1][C:2]1[CH:16]=[CH:15][C:5]2[N:6]=[C:7]([NH:9][C:10]([NH:12][CH2:13][CH3:14])=[O:11])[S:8][C:4]=2[C:3]=1[O:17][CH2:24][C:25]1[CH:30]=[CH:29][CH:28]=[CH:27][CH:26]=1. The yield is 0.450.